From a dataset of CYP2C19 inhibition data for predicting drug metabolism from PubChem BioAssay. Regression/Classification. Given a drug SMILES string, predict its absorption, distribution, metabolism, or excretion properties. Task type varies by dataset: regression for continuous measurements (e.g., permeability, clearance, half-life) or binary classification for categorical outcomes (e.g., BBB penetration, CYP inhibition). Dataset: cyp2c19_veith. (1) The compound is CCOC(=O)N1CCN(C(=O)CNCc2cccs2)CC1.O=C(O)C(=O)O. The result is 0 (non-inhibitor). (2) The result is 0 (non-inhibitor). The compound is CN(Cc1ccccc1)S(=O)(=O)c1ccc(OCC(=O)N2CCOCC2)cc1. (3) The result is 1 (inhibitor). The drug is CCCCOC(=O)CCc1c(C)[nH]c(=O)c(C#N)c1C. (4) The compound is Cc1onc(-c2ccccc2Cl)c1C(=O)Nc1nnc(Cc2ccc(Cl)cc2)s1. The result is 1 (inhibitor). (5) The compound is Cn1c(=O)c2[nH]c(C3CCCC3)nc2n(C)c1=O. The result is 0 (non-inhibitor). (6) The molecule is C=CCNS(=O)(=O)c1ncnc2nc[nH]c12. The result is 0 (non-inhibitor). (7) The molecule is O=C(/C=C\c1ccc(O)c(O)c1)OCCc1ccccc1. The result is 1 (inhibitor).